This data is from Reaction yield outcomes from USPTO patents with 853,638 reactions. The task is: Predict the reaction yield, written as a fraction of the theoretical maximum amount of product (1.0 means a 100% yield; for example, 0.34 means a 34% yield). (1) The reactants are [CH3:1][O:2][C:3]([C:5]1[S:6][C:7]([Br:11])=[CH:8][C:9]=1[NH2:10])=[O:4].[CH2:12]1[O:22][C:15]2([CH2:20][CH2:19][C:18](=O)[CH2:17][CH2:16]2)[O:14][CH2:13]1.C1([SiH3])C=CC=CC=1. The catalyst is C1COCC1.C([Sn](Cl)(Cl)CCCC)CCC. The product is [CH3:1][O:2][C:3]([C:5]1[S:6][C:7]([Br:11])=[CH:8][C:9]=1[NH:10][CH:18]1[CH2:19][CH2:20][C:15]2([O:22][CH2:12][CH2:13][O:14]2)[CH2:16][CH2:17]1)=[O:4]. The yield is 0.920. (2) The reactants are [NH2:1][C:2]1[CH:10]=[CH:9][C:8]([Br:11])=[CH:7][C:3]=1[C:4]([OH:6])=[O:5].[C:12]([O:16][C:17](=O)[O:18]C(C)(C)C)([CH3:15])([CH3:14])[CH3:13].C(N(CC)CC)C. The yield is 0.867. The product is [Br:11][C:8]1[CH:9]=[CH:10][C:2]([NH:1][C:17]([O:16][C:12]([CH3:15])([CH3:14])[CH3:13])=[O:18])=[C:3]([CH:7]=1)[C:4]([OH:6])=[O:5]. The catalyst is CN(C=O)C.CN(C)C1C=CN=CC=1. (3) The reactants are [C:1]([O:5][C:6]([N:8]1[CH2:17][CH2:16][C:15]2[C:10](=[CH:11][C:12](B3OC(C)(C)C(C)(C)O3)=[CH:13][CH:14]=2)[CH2:9]1)=[O:7])([CH3:4])([CH3:3])[CH3:2].Br[C:28]1[N:36]2[C:31]([C:32]([NH2:37])=[N:33][CH:34]=[N:35]2)=[CH:30][CH:29]=1. The catalyst is COCCOC.C([O-])([O-])=O.[Na+].[Na+].C1C=CC(P(C2C=CC=CC=2)[C-]2C=CC=C2)=CC=1.C1C=CC(P(C2C=CC=CC=2)[C-]2C=CC=C2)=CC=1.Cl[Pd]Cl.[Fe+2]. The product is [C:1]([O:5][C:6]([N:8]1[CH2:17][CH2:16][C:15]2[C:10](=[CH:11][C:12]([C:28]3[N:36]4[C:31]([C:32]([NH2:37])=[N:33][CH:34]=[N:35]4)=[CH:30][CH:29]=3)=[CH:13][CH:14]=2)[CH2:9]1)=[O:7])([CH3:2])([CH3:3])[CH3:4]. The yield is 0.550. (4) The reactants are [Br:1][C:2]1[CH:3]=[C:4]2[C:8](=[CH:9][CH:10]=1)[CH:7](Cl)[CH2:6][CH2:5]2.[OH:12][C:13]1[CH:18]=[CH:17][C:16]([CH:19]([N:25]2[CH:29]=[CH:28][CH:27]=[N:26]2)[CH2:20][C:21]([O:23][CH3:24])=[O:22])=[CH:15][CH:14]=1. No catalyst specified. The product is [Br:1][C:2]1[CH:3]=[C:4]2[C:8](=[CH:9][CH:10]=1)[CH:7]([O:12][C:13]1[CH:18]=[CH:17][C:16]([CH:19]([N:25]3[CH:29]=[CH:28][CH:27]=[N:26]3)[CH2:20][C:21]([O:23][CH3:24])=[O:22])=[CH:15][CH:14]=1)[CH2:6][CH2:5]2. The yield is 0.300. (5) The reactants are [Cl-].O[NH3+:3].[C:4](=[O:7])([O-])[OH:5].[Na+].CS(C)=O.[CH3:13][C:14]1[N:51]=[C:17]2[N:18]([CH2:41][C:42]3([C:45]4[CH:50]=[CH:49][CH:48]=[CH:47][CH:46]=4)[CH2:44][CH2:43]3)[C:19](=[O:40])[C:20]([CH2:25][C:26]3[CH:31]=[CH:30][C:29]([C:32]4[C:33]([C:38]#[N:39])=[CH:34][CH:35]=[CH:36][CH:37]=4)=[CH:28][CH:27]=3)=[C:21]([CH2:22][CH2:23][CH3:24])[N:16]2[N:15]=1. The catalyst is C(OCC)(=O)C. The product is [CH3:13][C:14]1[N:51]=[C:17]2[N:18]([CH2:41][C:42]3([C:45]4[CH:50]=[CH:49][CH:48]=[CH:47][CH:46]=4)[CH2:44][CH2:43]3)[C:19](=[O:40])[C:20]([CH2:25][C:26]3[CH:31]=[CH:30][C:29]([C:32]4[CH:37]=[CH:36][CH:35]=[CH:34][C:33]=4[C:38]4[NH:3][C:4](=[O:7])[O:5][N:39]=4)=[CH:28][CH:27]=3)=[C:21]([CH2:22][CH2:23][CH3:24])[N:16]2[N:15]=1. The yield is 0.140. (6) The yield is 0.990. The reactants are C(OC(=O)[NH:7][CH:8]1[CH2:20][C:19]2[C:18]3[C:13](=[CH:14][CH:15]=[C:16]([Br:21])[CH:17]=3)[N:12]([CH2:22][C:23]3[CH:28]=[CH:27][CH:26]=[C:25]([F:29])[CH:24]=3)[C:11]=2[CH2:10][CH2:9]1)(C)(C)C. The product is [Br:21][C:16]1[CH:17]=[C:18]2[C:13](=[CH:14][CH:15]=1)[N:12]([CH2:22][C:23]1[CH:28]=[CH:27][CH:26]=[C:25]([F:29])[CH:24]=1)[C:11]1[CH2:10][CH2:9][CH:8]([NH2:7])[CH2:20][C:19]2=1. The catalyst is Cl.O1CCOCC1. (7) The reactants are [OH:1][C:2]1[CH:11]=[CH:10][CH:9]=[CH:8][C:3]=1[C:4]([O:6]C)=O.[CH2:12]([NH2:15])[CH2:13][CH3:14]. No catalyst specified. The product is [OH:1][C:2]1[CH:11]=[CH:10][CH:9]=[CH:8][C:3]=1[C:4]([NH:15][CH2:12][CH2:13][CH3:14])=[O:6]. The yield is 0.840. (8) The reactants are [O:1]1[CH2:6][CH2:5][CH2:4][CH2:3][CH:2]1[O:7][CH2:8][CH2:9][C:10]#[C:11][CH2:12][OH:13].C(O)C.N1C(C)=CC=CC=1C. The catalyst is [Pd].CC([O-])=O.CC([O-])=O.[Pb+2].CCCCCC. The product is [O:1]1[CH2:6][CH2:5][CH2:4][CH2:3][CH:2]1[O:7][CH2:8][CH2:9][CH:10]=[CH:11][CH2:12][OH:13]. The yield is 0.990.